Dataset: Catalyst prediction with 721,799 reactions and 888 catalyst types from USPTO. Task: Predict which catalyst facilitates the given reaction. (1) Reactant: CC1C=CC(S(O[CH2:12][C@@H:13]2[O:18][C:17]3[CH:19]=[C:20]([S:24]([CH3:27])(=[O:26])=[O:25])[CH:21]=[C:22]([Cl:23])[C:16]=3[O:15][CH2:14]2)(=O)=O)=CC=1.[CH3:28][CH:29]([NH2:31])[CH3:30]. Product: [Cl:23][C:22]1[C:16]2[O:15][CH2:14][C@H:13]([CH2:12][NH:31][CH:29]([CH3:30])[CH3:28])[O:18][C:17]=2[CH:19]=[C:20]([S:24]([CH3:27])(=[O:25])=[O:26])[CH:21]=1. The catalyst class is: 10. (2) Reactant: [NH2:1][C:2]1[C:11]([F:12])=[CH:10][C:5]([C:6]([O:8]C)=[O:7])=[C:4]([Br:13])[CH:3]=1.[OH-].[Li+].Cl. Product: [NH2:1][C:2]1[C:11]([F:12])=[CH:10][C:5]([C:6]([OH:8])=[O:7])=[C:4]([Br:13])[CH:3]=1. The catalyst class is: 30. (3) Reactant: [NH2:1][C@@H:2]([CH2:33][C:34]1[CH:39]=[CH:38][CH:37]=[CH:36][CH:35]=1)[C@@H:3]([OH:32])[CH2:4][C@H:5]([NH:19][C:20]([C@@H:22]([NH:27][C:28](=[O:31])[O:29][CH3:30])[C:23]([CH3:26])([CH3:25])[CH3:24])=[O:21])[CH2:6][C:7]1[CH:12]=[CH:11][C:10]([C:13]2[CH:18]=[CH:17][CH:16]=[CH:15][N:14]=2)=[CH:9][CH:8]=1.[CH2:40]([N:47]([CH3:59])[C:48]([NH:50][C@@H:51]([C:55]([CH3:58])([CH3:57])[CH3:56])[C:52](O)=[O:53])=[O:49])[C:41]1[CH:46]=[CH:45][CH:44]=[CH:43][CH:42]=1.CCOP(ON1N=NC2C=CC=CC=2C1=O)(OCC)=O.C(N(CC)C(C)C)(C)C. Product: [CH3:30][O:29][C:28](=[O:31])[NH:27][C@@H:22]([C:23]([CH3:26])([CH3:25])[CH3:24])[C:20](=[O:21])[NH:19][C@H:5]([CH2:6][C:7]1[CH:12]=[CH:11][C:10]([C:13]2[CH:18]=[CH:17][CH:16]=[CH:15][N:14]=2)=[CH:9][CH:8]=1)[CH2:4][C@H:3]([OH:32])[C@H:2]([CH2:33][C:34]1[CH:35]=[CH:36][CH:37]=[CH:38][CH:39]=1)[NH:1][C:52](=[O:53])[C@H:51]([C:55]([CH3:57])([CH3:56])[CH3:58])[NH:50][C:48](=[O:49])[N:47]([CH3:59])[CH2:40][C:41]1[CH:46]=[CH:45][CH:44]=[CH:43][CH:42]=1. The catalyst class is: 1.